This data is from NCI-60 drug combinations with 297,098 pairs across 59 cell lines. The task is: Regression. Given two drug SMILES strings and cell line genomic features, predict the synergy score measuring deviation from expected non-interaction effect. (1) Drug 1: CCN(CC)CCNC(=O)C1=C(NC(=C1C)C=C2C3=C(C=CC(=C3)F)NC2=O)C. Drug 2: C1CN(P(=O)(OC1)NCCCl)CCCl. Cell line: 786-0. Synergy scores: CSS=3.72, Synergy_ZIP=-1.98, Synergy_Bliss=-2.63, Synergy_Loewe=1.51, Synergy_HSA=-1.60. (2) Drug 1: CC=C1C(=O)NC(C(=O)OC2CC(=O)NC(C(=O)NC(CSSCCC=C2)C(=O)N1)C(C)C)C(C)C. Drug 2: CC1CCCC2(C(O2)CC(NC(=O)CC(C(C(=O)C(C1O)C)(C)C)O)C(=CC3=CSC(=N3)C)C)C. Cell line: HCT-15. Synergy scores: CSS=44.8, Synergy_ZIP=9.12, Synergy_Bliss=8.01, Synergy_Loewe=4.14, Synergy_HSA=7.16.